This data is from Forward reaction prediction with 1.9M reactions from USPTO patents (1976-2016). The task is: Predict the product of the given reaction. (1) Given the reactants S(=O)(O)O.[CH:5]1([CH:11]=O)[CH2:10][CH2:9][CH2:8][CH2:7][CH2:6]1.CCN(CC)CC.[CH3:20][NH:21][CH2:22][C:23]1[CH:28]=[CH:27][CH:26]=[CH:25][CH:24]=1.[BH-](OC(C)=O)(OC(C)=O)OC(C)=O.[Na+], predict the reaction product. The product is: [CH2:11]([N:21]([CH2:22][CH:23]1[CH2:28][CH2:27][CH2:26][CH2:25][CH2:24]1)[CH3:20])[C:5]1[CH:10]=[CH:9][CH:8]=[CH:7][CH:6]=1. (2) Given the reactants [Br:1][C:2]1[C:3]([NH2:8])=[N:4][CH:5]=[N:6][CH:7]=1.[CH3:9][O:10][C:11]1[N:16]=[CH:15][C:14](B(O)O)=[CH:13][CH:12]=1.C(N(CC)C(C)C)(C)C, predict the reaction product. The product is: [Br:1][C:2]1[C:3]([NH:8][C:14]2[CH:15]=[N:16][C:11]([O:10][CH3:9])=[CH:12][CH:13]=2)=[N:4][CH:5]=[N:6][CH:7]=1. (3) Given the reactants [O:1]=[C:2]1[C:7]2[NH:8][C:9]3[CH:10]=[CH:11][CH:12]=[CH:13][C:14]=3[C:6]=2[N:5]=[C:4]([S:15][CH2:16][C:17]([OH:19])=O)[N:3]1[C:20]1[CH:25]=[CH:24][CH:23]=[CH:22][CH:21]=1.[NH2:26][C:27]1[CH:36]=[CH:35][C:34]2[C:29](=[CH:30][CH:31]=[CH:32][CH:33]=2)[CH:28]=1.C(N(CC)CC)C.CN(C(ON1N=NC2C=CC=NC1=2)=[N+](C)C)C.F[P-](F)(F)(F)(F)F, predict the reaction product. The product is: [CH:28]1[C:29]2[C:34](=[CH:33][CH:32]=[CH:31][CH:30]=2)[CH:35]=[CH:36][C:27]=1[NH:26][C:17](=[O:19])[CH2:16][S:15][C:4]1[N:3]([C:20]2[CH:25]=[CH:24][CH:23]=[CH:22][CH:21]=2)[C:2](=[O:1])[C:7]2[NH:8][C:9]3[CH:10]=[CH:11][CH:12]=[CH:13][C:14]=3[C:6]=2[N:5]=1. (4) Given the reactants [OH:1][C:2]1[CH:3]=[C:4]2[C:9](=[CH:10][CH:11]=1)[N:8]=[C:7]([C:12]([OH:14])=[O:13])[CH:6]=[CH:5]2.S(=O)(=O)(O)O.[CH2:20](O)[CH3:21], predict the reaction product. The product is: [CH2:20]([O:13][C:12]([C:7]1[CH:6]=[CH:5][C:4]2[C:9](=[CH:10][CH:11]=[C:2]([OH:1])[CH:3]=2)[N:8]=1)=[O:14])[CH3:21]. (5) Given the reactants Cl.[Br:2][C:3]1[CH:4]=[C:5]([CH:25]=[CH:26][CH:27]=1)[CH2:6][O:7][C:8]1[CH:13]=[CH:12][C:11]([C@@H:14]2[CH2:16][C@H:15]2[NH:17]C(=O)OC(C)(C)C)=[CH:10][CH:9]=1, predict the reaction product. The product is: [Br:2][C:3]1[CH:4]=[C:5]([CH:25]=[CH:26][CH:27]=1)[CH2:6][O:7][C:8]1[CH:9]=[CH:10][C:11]([C@@H:14]2[CH2:16][C@H:15]2[NH2:17])=[CH:12][CH:13]=1. (6) Given the reactants C1COCC1.[Br:6][C:7]1[CH:19]=[C:18]2[C:10]([C:11]3[C:12](=[O:36])[C:13]4[CH:26]=[CH:25][C:24]([O:27][CH2:28][C@H:29]5[CH2:33][O:32]C(C)(C)[O:30]5)=[CH:23][C:14]=4[C:15]([CH3:22])([CH3:21])[C:16]=3[N:17]2[CH3:20])=[CH:9][CH:8]=1.S(=O)(=O)(O)O.C(=O)([O-])O.[Na+], predict the reaction product. The product is: [Br:6][C:7]1[CH:19]=[C:18]2[C:10]([C:11]3[C:12](=[O:36])[C:13]4[CH:26]=[CH:25][C:24]([O:27][CH2:28][C@H:29]([OH:30])[CH2:33][OH:32])=[CH:23][C:14]=4[C:15]([CH3:21])([CH3:22])[C:16]=3[N:17]2[CH3:20])=[CH:9][CH:8]=1. (7) Given the reactants [CH3:1][O:2][C:3]1[CH:4]=[C:5]([N:9]2[CH:13]=[C:12]([CH:14]=[O:15])[C:11]([CH:16]([CH3:18])[CH3:17])=[N:10]2)[CH:6]=[CH:7][CH:8]=1.[CH:19]1([Mg]Br)[CH2:24][CH2:23][CH2:22][CH2:21][CH2:20]1, predict the reaction product. The product is: [CH:19]1([CH:14]([C:12]2[C:11]([CH:16]([CH3:18])[CH3:17])=[N:10][N:9]([C:5]3[CH:6]=[CH:7][CH:8]=[C:3]([O:2][CH3:1])[CH:4]=3)[CH:13]=2)[OH:15])[CH2:24][CH2:23][CH2:22][CH2:21][CH2:20]1. (8) Given the reactants [Br:1][C:2]1[CH:7]=[CH:6][C:5]([CH:8]([C:19]2[CH:24]=[CH:23][CH:22]=[CH:21][C:20]=2[CH3:25])[CH2:9][C:10]([C:12]2[CH:13]=[CH:14][C:15](=[O:18])[NH:16][CH:17]=2)=[O:11])=[CH:4][CH:3]=1.IC.[C:28](=O)([O-])[O-].[K+].[K+], predict the reaction product. The product is: [Br:1][C:2]1[CH:3]=[CH:4][C:5]([CH:8]([C:19]2[CH:24]=[CH:23][CH:22]=[CH:21][C:20]=2[CH3:25])[CH2:9][C:10]([C:12]2[CH:13]=[CH:14][C:15](=[O:18])[N:16]([CH3:28])[CH:17]=2)=[O:11])=[CH:6][CH:7]=1. (9) Given the reactants [NH2:1][C:2]1[C:3]([F:17])=[C:4]([CH:13]=[CH:14][C:15]=1[Cl:16])[CH2:5][NH:6][C:7](=[O:12])[C:8]([CH3:11])([CH3:10])[CH3:9].[C:18](N1C=CC=CC1=O)(N1C=CC=CC1=O)=[S:19], predict the reaction product. The product is: [Cl:16][C:15]1[CH:14]=[CH:13][C:4]([CH2:5][NH:6][C:7](=[O:12])[C:8]([CH3:11])([CH3:10])[CH3:9])=[C:3]([F:17])[C:2]=1[N:1]=[C:18]=[S:19]. (10) The product is: [CH:22]1[C:23]([NH:26][C:27]([NH:18][C:10]2[CH:11]=[CH:12][C:13]([S:14]([NH2:17])(=[O:15])=[O:16])=[CH:8][CH:9]=2)=[O:28])=[CH:24][CH:25]=[C:20]([F:19])[CH:21]=1. Given the reactants NC1C=CC([C:8]2[C:13]([S:14]([NH2:17])(=[O:16])=[O:15])=[CH:12][CH:11]=[C:10]([NH2:18])[CH:9]=2)=CC=1.[F:19][C:20]1[CH:25]=[CH:24][C:23]([N:26]=[C:27]=[O:28])=[CH:22][CH:21]=1, predict the reaction product.